Dataset: CYP2C19 inhibition data for predicting drug metabolism from PubChem BioAssay. Task: Regression/Classification. Given a drug SMILES string, predict its absorption, distribution, metabolism, or excretion properties. Task type varies by dataset: regression for continuous measurements (e.g., permeability, clearance, half-life) or binary classification for categorical outcomes (e.g., BBB penetration, CYP inhibition). Dataset: cyp2c19_veith. (1) The drug is c1cnc(N2CC3(CCNCC3)C2)nc1. The result is 0 (non-inhibitor). (2) The compound is CCCN1CCC(=NNC(=O)c2ccc(Br)o2)CC1. The result is 1 (inhibitor).